From a dataset of Retrosynthesis with 50K atom-mapped reactions and 10 reaction types from USPTO. Predict the reactants needed to synthesize the given product. Given the product CC(=Cc1ccc(C)cc1)COc1cc(C)c(NC=O)c(C)c1C, predict the reactants needed to synthesize it. The reactants are: CC(=Cc1ccc(C)cc1)CBr.Cc1cc(O)c(C)c(C)c1NC=O.